This data is from Forward reaction prediction with 1.9M reactions from USPTO patents (1976-2016). The task is: Predict the product of the given reaction. Given the reactants N[C:2]1[CH:3]=[C:4]([CH:8]=[CH:9][C:10]=1[C:11]([O:13][CH3:14])=[O:12])[C:5]([OH:7])=[O:6].N([O-])=[O:16].[Na+].S(=O)(=O)(O)O, predict the reaction product. The product is: [OH:16][C:2]1[CH:3]=[C:4]([CH:8]=[CH:9][C:10]=1[C:11]([O:13][CH3:14])=[O:12])[C:5]([OH:7])=[O:6].